Task: Predict the product of the given reaction.. Dataset: Forward reaction prediction with 1.9M reactions from USPTO patents (1976-2016) (1) Given the reactants [Cl:1][C:2]1[CH:7]=[C:6]([C:8]#[C:9][C:10]2[N:11]=[C:12]([CH3:15])[NH:13][CH:14]=2)[CH:5]=[CH:4][N:3]=1.Br[CH2:17][CH:18]1[CH2:20][CH2:19]1, predict the reaction product. The product is: [Cl:1][C:2]1[CH:7]=[C:6]([C:8]#[C:9][C:10]2[N:11]=[C:12]([CH3:15])[N:13]([CH2:17][CH:18]3[CH2:20][CH2:19]3)[CH:14]=2)[CH:5]=[CH:4][N:3]=1. (2) The product is: [NH2:13][C:14]1[C:22]([C:23]([F:24])([F:25])[F:26])=[CH:21][C:17]([CH2:18][OH:19])=[CH:16][C:15]=1[Cl:27]. Given the reactants C1N=CN(C(N2C=NC=C2)=O)C=1.[NH2:13][C:14]1[C:22]([C:23]([F:26])([F:25])[F:24])=[CH:21][C:17]([C:18](O)=[O:19])=[CH:16][C:15]=1[Cl:27].[BH4-].[Na+].Cl, predict the reaction product. (3) Given the reactants CON(C)[C:4]([C:6]1[NH:10][N:9]=[C:8]([CH3:11])[CH:7]=1)=[O:5].[CH2:13]([Mg]Br)[CH3:14], predict the reaction product. The product is: [CH3:11][C:8]1[CH:7]=[C:6]([C:4](=[O:5])[CH2:13][CH3:14])[NH:10][N:9]=1. (4) Given the reactants [CH:1]1([CH2:4][N:5]2[CH2:10][CH2:9][N:8]([C:11]3[CH:16]=[CH:15][CH:14]=[CH:13][C:12]=3[C:17]3(O)[CH2:22][C:21]([CH3:24])([CH3:23])[CH2:20][C:19]([CH3:26])([CH3:25])[CH2:18]3)[CH2:7][CH2:6]2)[CH2:3][CH2:2]1.FC(F)(F)C(O)=O.C(=O)([O-])[O-].[K+].[K+], predict the reaction product. The product is: [CH:1]1([CH2:4][N:5]2[CH2:6][CH2:7][N:8]([C:11]3[CH:16]=[CH:15][CH:14]=[CH:13][C:12]=3[C:17]3[CH2:22][C:21]([CH3:24])([CH3:23])[CH2:20][C:19]([CH3:26])([CH3:25])[CH:18]=3)[CH2:9][CH2:10]2)[CH2:2][CH2:3]1. (5) Given the reactants [Cl:1][C:2]1[C:10]([F:11])=[CH:9][CH:8]=[CH:7][C:3]=1[C:4]([OH:6])=O.[CH3:12][C:13]1[N:18]=[CH:17][C:16]([C:19]2([CH2:25][NH2:26])[CH2:24][CH2:23][O:22][CH2:21][CH2:20]2)=[CH:15][N:14]=1, predict the reaction product. The product is: [Cl:1][C:2]1[C:10]([F:11])=[CH:9][CH:8]=[CH:7][C:3]=1[C:4]([NH:26][CH2:25][C:19]1([C:16]2[CH:17]=[N:18][C:13]([CH3:12])=[N:14][CH:15]=2)[CH2:24][CH2:23][O:22][CH2:21][CH2:20]1)=[O:6]. (6) Given the reactants [Cl:1][C:2]1[CH:7]=[CH:6][C:5]([CH:8]([C:26]2[CH:31]=[CH:30][C:29]([Cl:32])=[CH:28][CH:27]=2)[C:9]2[CH:10]=[C:11]3[C:16](=[CH:17][CH:18]=2)[N:15]=[N:14][CH:13]=[C:12]3[NH:19][CH:20]2[CH2:25][CH2:24][NH:23][CH2:22][CH2:21]2)=[CH:4][CH:3]=1.Br[C:34]1[CH:43]=[CH:42][C:37]([C:38]([O:40][CH3:41])=[O:39])=[CH:36][CH:35]=1.C1C=CC(P(C2C(C3C(P(C4C=CC=CC=4)C4C=CC=CC=4)=CC=C4C=3C=CC=C4)=C3C(C=CC=C3)=CC=2)C2C=CC=CC=2)=CC=1.C([O-])([O-])=O.[Cs+].[Cs+], predict the reaction product. The product is: [Cl:1][C:2]1[CH:7]=[CH:6][C:5]([CH:8]([C:26]2[CH:27]=[CH:28][C:29]([Cl:32])=[CH:30][CH:31]=2)[C:9]2[CH:10]=[C:11]3[C:16](=[CH:17][CH:18]=2)[N:15]=[N:14][CH:13]=[C:12]3[NH:19][CH:20]2[CH2:21][CH2:22][N:23]([C:34]3[CH:43]=[CH:42][C:37]([C:38]([O:40][CH3:41])=[O:39])=[CH:36][CH:35]=3)[CH2:24][CH2:25]2)=[CH:4][CH:3]=1. (7) Given the reactants [Br:1][C:2]1[C:3]([NH2:13])=[N:4][CH:5]=[C:6]([CH:8]2[CH2:12][CH2:11][NH:10][CH2:9]2)[CH:7]=1.CCN(C(C)C)C(C)C.Cl[C:24]([O:26][CH3:27])=[O:25], predict the reaction product. The product is: [NH2:13][C:3]1[N:4]=[CH:5][C:6]([CH:8]2[CH2:12][CH2:11][N:10]([C:24]([O:26][CH3:27])=[O:25])[CH2:9]2)=[CH:7][C:2]=1[Br:1].